Dataset: Forward reaction prediction with 1.9M reactions from USPTO patents (1976-2016). Task: Predict the product of the given reaction. Given the reactants [C:1]([O:5][C:6](=[O:20])[NH:7][C@H:8]([CH:18]=[O:19])[CH2:9][CH2:10][C:11]1[CH:16]=[CH:15][C:14]([Br:17])=[CH:13][CH:12]=1)([CH3:4])([CH3:3])[CH3:2].[CH3:21][Mg]Br, predict the reaction product. The product is: [C:1]([O:5][C:6](=[O:20])[NH:7][C@@H:8]([CH2:9][CH2:10][C:11]1[CH:16]=[CH:15][C:14]([Br:17])=[CH:13][CH:12]=1)[CH:18]([OH:19])[CH3:21])([CH3:4])([CH3:2])[CH3:3].